The task is: Regression/Classification. Given a drug SMILES string, predict its absorption, distribution, metabolism, or excretion properties. Task type varies by dataset: regression for continuous measurements (e.g., permeability, clearance, half-life) or binary classification for categorical outcomes (e.g., BBB penetration, CYP inhibition). Dataset: cyp1a2_veith.. This data is from CYP1A2 inhibition data for predicting drug metabolism from PubChem BioAssay. (1) The molecule is CCCCCCCCCCCC1=C(O)C(=O)C=C(O)C1=O. The result is 0 (non-inhibitor). (2) The drug is CCOC(=O)c1cc(-c2ccccc2)sc1NC(=O)c1ccc(OC)cc1. The result is 1 (inhibitor). (3) The molecule is COc1ccc(C(=O)N/C(=C/c2cccs2)C(=O)NCCCn2ccnc2)cc1OC. The result is 0 (non-inhibitor). (4) The drug is CCOc1ccc(-n2c(SCC(=O)Nc3ccc4c(c3)OCCO4)nc3c(c2=O)SCC3)cc1. The result is 0 (non-inhibitor). (5) The drug is CC(=O)n1cc(/C=N/NC(=O)c2sc(C)nc2C)c2ccccc21. The result is 1 (inhibitor). (6) The drug is O=C1C2=CC[C@H]3C(=O)N(c4cccc(Oc5ccccc5)c4)C(=O)[C@@H]3[C@@H]2[C@H](O)[C@@H]2O[C@H]12. The result is 0 (non-inhibitor). (7) The compound is C#CC[N+](CC)(CC)CC#Cc1cccc(Cl)c1.[Br-]. The result is 0 (non-inhibitor). (8) The compound is CN1CCC(=NNC(=O)CSCc2ccccc2)CC1. The result is 1 (inhibitor). (9) The molecule is O=C(NCc1ccc(Cl)cc1)c1cnccn1. The result is 1 (inhibitor). (10) The molecule is COc1ccc(C(=O)OC(C)CN2CCN(C)CC2)cc1OC.Cl. The result is 0 (non-inhibitor).